This data is from NCI-60 drug combinations with 297,098 pairs across 59 cell lines. The task is: Regression. Given two drug SMILES strings and cell line genomic features, predict the synergy score measuring deviation from expected non-interaction effect. Drug 1: CCC1=CC2CC(C3=C(CN(C2)C1)C4=CC=CC=C4N3)(C5=C(C=C6C(=C5)C78CCN9C7C(C=CC9)(C(C(C8N6C)(C(=O)OC)O)OC(=O)C)CC)OC)C(=O)OC. Drug 2: CS(=O)(=O)CCNCC1=CC=C(O1)C2=CC3=C(C=C2)N=CN=C3NC4=CC(=C(C=C4)OCC5=CC(=CC=C5)F)Cl. Cell line: NCI-H460. Synergy scores: CSS=47.4, Synergy_ZIP=8.66, Synergy_Bliss=7.72, Synergy_Loewe=5.69, Synergy_HSA=11.6.